Dataset: Catalyst prediction with 721,799 reactions and 888 catalyst types from USPTO. Task: Predict which catalyst facilitates the given reaction. (1) Reactant: [Br:1]Br.[Cl:3][C:4]1[CH:5]=[CH:6][C:7]([O:19][CH2:20][C:21]2[CH:26]=[CH:25][CH:24]=[CH:23][CH:22]=2)=[C:8]([CH2:10][C:11]2[S:12][CH:13]=[C:14]([C:16](=[O:18])[CH3:17])[N:15]=2)[CH:9]=1. Product: [Br:1][CH2:17][C:16]([C:14]1[N:15]=[C:11]([CH2:10][C:8]2[CH:9]=[C:4]([Cl:3])[CH:5]=[CH:6][C:7]=2[O:19][CH2:20][C:21]2[CH:22]=[CH:23][CH:24]=[CH:25][CH:26]=2)[S:12][CH:13]=1)=[O:18]. The catalyst class is: 22. (2) Reactant: [Si]([O:8][CH2:9][C:10]1[CH:11]=[C:12]([CH2:25][C:26]2([C:31]#[N:32])[CH2:30][CH2:29][CH2:28][CH2:27]2)[C:13]([C:16]2[CH:21]=[C:20]([O:22][CH3:23])[CH:19]=[CH:18][C:17]=2[F:24])=[N:14][CH:15]=1)(C(C)(C)C)(C)C.[F-].C([N+](CCCC)(CCCC)CCCC)CCC.[Cl-].[NH4+]. Product: [F:24][C:17]1[CH:18]=[CH:19][C:20]([O:22][CH3:23])=[CH:21][C:16]=1[C:13]1[C:12]([CH2:25][C:26]2([C:31]#[N:32])[CH2:30][CH2:29][CH2:28][CH2:27]2)=[CH:11][C:10]([CH2:9][OH:8])=[CH:15][N:14]=1. The catalyst class is: 1. (3) Product: [CH2:11]([C:15]1[CH:16]=[CH:17][C:18]([O:21][C:2]2[CH:7]=[CH:6][C:5]([N+:8]([O-:10])=[O:9])=[CH:4][N:3]=2)=[CH:19][CH:20]=1)[CH2:12][CH2:13][CH3:14]. The catalyst class is: 3. Reactant: Cl[C:2]1[CH:7]=[CH:6][C:5]([N+:8]([O-:10])=[O:9])=[CH:4][N:3]=1.[CH2:11]([C:15]1[CH:20]=[CH:19][C:18]([OH:21])=[CH:17][CH:16]=1)[CH2:12][CH2:13][CH3:14].C([O-])([O-])=O.[K+].[K+]. (4) Reactant: FC(F)(F)S(O[C:7]1[C:16]2[C:15](=[O:17])[O:14][C:13]([CH3:19])([CH3:18])[O:12][C:11]=2[CH:10]=[C:9]([O:20][CH3:21])[CH:8]=1)(=O)=O.[OH:24][CH2:25][C:26]1[CH:27]=[C:28](B(O)O)[CH:29]=[CH:30][CH:31]=1.P([O-])(O)(O)=O.[K+]. Product: [OH:24][CH2:25][C:26]1[CH:31]=[C:30]([C:7]2[C:16]3[C:15](=[O:17])[O:14][C:13]([CH3:19])([CH3:18])[O:12][C:11]=3[CH:10]=[C:9]([O:20][CH3:21])[CH:8]=2)[CH:29]=[CH:28][CH:27]=1. The catalyst class is: 77.